Dataset: Full USPTO retrosynthesis dataset with 1.9M reactions from patents (1976-2016). Task: Predict the reactants needed to synthesize the given product. Given the product [CH:21]1([N:13]2[CH2:12][C:11]3([CH2:17][CH2:16][CH2:15][CH2:14]3)[S:10][C:9]2=[N:8][C:5]2[CH:6]=[CH:7][C:2]([I:1])=[CH:3][C:4]=2[CH2:18][CH2:19][CH3:20])[CH2:25][CH2:24][CH2:23][CH2:22]1, predict the reactants needed to synthesize it. The reactants are: [I:1][C:2]1[CH:7]=[CH:6][C:5]([N:8]=[C:9]2[NH:13][CH2:12][C:11]3([CH2:17][CH2:16][CH2:15][CH2:14]3)[S:10]2)=[C:4]([CH2:18][CH2:19][CH3:20])[CH:3]=1.[CH:21]1(Br)[CH2:25][CH2:24][CH2:23][CH2:22]1.